From a dataset of Forward reaction prediction with 1.9M reactions from USPTO patents (1976-2016). Predict the product of the given reaction. (1) Given the reactants [F:1][C:2]([F:16])([F:15])[C:3]1[CH:4]=[C:5]([CH:8]=[C:9]([C:11]([F:14])([F:13])[F:12])[CH:10]=1)[CH:6]=O.[CH3:17][C:18]1[CH:22]=[C:21]([NH2:23])[O:20][N:19]=1.[BH4-].[Na+], predict the reaction product. The product is: [F:1][C:2]([F:16])([F:15])[C:3]1[CH:4]=[C:5]([CH:8]=[C:9]([C:11]([F:14])([F:13])[F:12])[CH:10]=1)[CH2:6][NH:23][C:21]1[O:20][N:19]=[C:18]([CH3:17])[CH:22]=1. (2) Given the reactants [OH:1][C:2]1[CH:3]=[C:4]2[C:9](=[CH:10][CH:11]=1)[CH:8]=[C:7]([C:12]([OH:14])=O)[CH:6]=[CH:5]2.[CH3:15][O:16][C:17](=[O:27])[CH:18]([CH2:20][C:21]1[CH:26]=[CH:25][CH:24]=[CH:23][CH:22]=1)[NH2:19].ON1C2C=CC=CC=2N=N1.C(N=C=NCCCN(C)C)C, predict the reaction product. The product is: [CH3:15][O:16][C:17](=[O:27])[C@H:18]([CH2:20][C:21]1[CH:26]=[CH:25][CH:24]=[CH:23][CH:22]=1)[NH:19][C:12]([C:7]1[CH:6]=[CH:5][C:4]2[C:9](=[CH:10][CH:11]=[C:2]([OH:1])[CH:3]=2)[CH:8]=1)=[O:14]. (3) Given the reactants C(OC([N:8]1[CH2:14][CH2:13][CH2:12][N:11]([C:15](=[O:27])[NH:16][C:17]2[CH:22]=[CH:21][C:20]([C:23]([F:26])([F:25])[F:24])=[CH:19][CH:18]=2)[CH2:10][CH2:9]1)=O)(C)(C)C.[ClH:28], predict the reaction product. The product is: [ClH:28].[F:26][C:23]([F:24])([F:25])[C:20]1[CH:19]=[CH:18][C:17]([NH:16][C:15]([N:11]2[CH2:12][CH2:13][CH2:14][NH:8][CH2:9][CH2:10]2)=[O:27])=[CH:22][CH:21]=1. (4) Given the reactants C([O:8][CH2:9][CH2:10][C@@H:11]1[C:15]2[NH:16][C:17]([C:19]3[CH:20]=[CH:21][CH:22]=[C:23]4[C:28]=3[N:27]=[C:26]([NH:29][C:30]([CH3:33])([CH3:32])[CH3:31])[N:25]([CH3:34])[C:24]4=[O:35])=[CH:18][C:14]=2[C:13](=[O:36])[NH:12]1)C1C=CC=CC=1.B(Cl)(Cl)Cl.CO.C([O-])(O)=O.[Na+], predict the reaction product. The product is: [C:30]([NH:29][C:26]1[N:25]([CH3:34])[C:24](=[O:35])[C:23]2[C:28](=[C:19]([C:17]3[NH:16][C:15]4[C@@H:11]([CH2:10][CH2:9][OH:8])[NH:12][C:13](=[O:36])[C:14]=4[CH:18]=3)[CH:20]=[CH:21][CH:22]=2)[N:27]=1)([CH3:32])([CH3:33])[CH3:31]. (5) The product is: [Si:36]([O:35][CH2:34][CH2:33][CH:15]([C:16]1[C:21](=[O:22])[CH:20]=[CH:19][N:18]([C:23]2[CH:24]=[N:25][N:26]([CH3:28])[CH:27]=2)[N:17]=1)[C:14]1[CH:29]=[CH:30][CH:31]=[C:12]([C:9]2[N:10]=[CH:11][C:6]([O:5][CH2:4][CH2:3][O:2][CH3:1])=[CH:7][N:8]=2)[CH:13]=1)([C:39]([CH3:42])([CH3:41])[CH3:40])([CH3:38])[CH3:37]. Given the reactants [CH3:1][O:2][CH2:3][CH2:4][O:5][C:6]1[CH:7]=[N:8][C:9]([C:12]2[CH:13]=[C:14]([CH:29]=[CH:30][CH:31]=2)[CH2:15][C:16]2[C:21](=[O:22])[CH:20]=[CH:19][N:18]([C:23]3[CH:24]=[N:25][N:26]([CH3:28])[CH:27]=3)[N:17]=2)=[N:10][CH:11]=1.Br[CH2:33][CH2:34][O:35][Si:36]([C:39]([CH3:42])([CH3:41])[CH3:40])([CH3:38])[CH3:37].[H-].[Na+].[NH4+].[Cl-], predict the reaction product. (6) Given the reactants [NH2:1][C:2]1[N:7]=[C:6]([CH3:8])[C:5]([CH2:9][NH:10][C:11](=[O:17])[O:12][C:13]([CH3:16])([CH3:15])[CH3:14])=[CH:4][CH:3]=1.C1C(=O)N([Br:25])C(=O)C1, predict the reaction product. The product is: [NH2:1][C:2]1[N:7]=[C:6]([CH3:8])[C:5]([CH2:9][NH:10][C:11](=[O:17])[O:12][C:13]([CH3:14])([CH3:16])[CH3:15])=[CH:4][C:3]=1[Br:25].